This data is from Forward reaction prediction with 1.9M reactions from USPTO patents (1976-2016). The task is: Predict the product of the given reaction. Given the reactants CN(C)C=O.[C:6]([O:10][C:11]1[CH:12]=[C:13]([C:17]2[C:18]3[CH2:31][CH2:30][NH:29][C:19]=3[N:20]=[C:21]([N:23]3[CH2:28][CH2:27][O:26][CH2:25][CH2:24]3)[N:22]=2)[CH:14]=[CH:15][CH:16]=1)([CH3:9])([CH3:8])[CH3:7].[H-].[Na+].[S:34](Cl)([C:37]1[CH:43]=[CH:42][C:40]([CH3:41])=[CH:39][CH:38]=1)(=[O:36])=[O:35], predict the reaction product. The product is: [C:6]([O:10][C:11]1[CH:12]=[C:13]([C:17]2[C:18]3[CH2:31][CH2:30][N:29]([S:34]([C:37]4[CH:43]=[CH:42][C:40]([CH3:41])=[CH:39][CH:38]=4)(=[O:36])=[O:35])[C:19]=3[N:20]=[C:21]([N:23]3[CH2:24][CH2:25][O:26][CH2:27][CH2:28]3)[N:22]=2)[CH:14]=[CH:15][CH:16]=1)([CH3:9])([CH3:7])[CH3:8].